This data is from CYP2C19 inhibition data for predicting drug metabolism from PubChem BioAssay. The task is: Regression/Classification. Given a drug SMILES string, predict its absorption, distribution, metabolism, or excretion properties. Task type varies by dataset: regression for continuous measurements (e.g., permeability, clearance, half-life) or binary classification for categorical outcomes (e.g., BBB penetration, CYP inhibition). Dataset: cyp2c19_veith. (1) The result is 0 (non-inhibitor). The drug is CC(C)(C)C1CCC(OCC(O)CN2CCN(c3ccccc3)CC2)CC1.Cl. (2) The molecule is Cc1ccc(C2CC(=O)C(C=NCCN3CCN(C(=O)Cc4ccccc4)CC3)=C(O)C2)cc1. The result is 1 (inhibitor). (3) The drug is CCOc1ccccc1NC(=O)CCn1c(=O)oc2ccccc21. The result is 1 (inhibitor). (4) The molecule is CN(Cc1ccco1)c1ccnc(-c2cccc(C#N)c2)n1. The result is 1 (inhibitor).